From a dataset of Full USPTO retrosynthesis dataset with 1.9M reactions from patents (1976-2016). Predict the reactants needed to synthesize the given product. Given the product [CH3:1][O:2][C:3]1[CH:4]=[CH:5][C:6]([CH2:7][NH:8][NH:9][C:10]([O:12][C:13]([CH3:14])([CH3:16])[CH3:15])=[O:11])=[CH:17][CH:18]=1, predict the reactants needed to synthesize it. The reactants are: [CH3:1][O:2][C:3]1[CH:18]=[CH:17][C:6](/[CH:7]=[N:8]/[NH:9][C:10]([O:12][C:13]([CH3:16])([CH3:15])[CH3:14])=[O:11])=[CH:5][CH:4]=1.[H][H].